This data is from Full USPTO retrosynthesis dataset with 1.9M reactions from patents (1976-2016). The task is: Predict the reactants needed to synthesize the given product. Given the product [Cl:27][C:22]1[CH:21]=[C:20]([CH:25]=[CH:24][C:23]=1[Cl:26])[O:19][CH:16]1[CH2:17][CH2:18][C:11]2([CH2:10][CH2:9][N:8]([CH3:6])[CH2:13][CH2:12]2)[CH2:14][CH2:15]1, predict the reactants needed to synthesize it. The reactants are: C(O[C:6]([N:8]1[CH2:13][CH2:12][C:11]2([CH2:18][CH2:17][CH:16]([O:19][C:20]3[CH:25]=[CH:24][C:23]([Cl:26])=[C:22]([Cl:27])[CH:21]=3)[CH2:15][CH2:14]2)[CH2:10][CH2:9]1)=O)(C)(C)C.C=O.C(O[BH-](OC(=O)C)OC(=O)C)(=O)C.[Na+].